Predict the reaction yield, written as a fraction of the theoretical maximum amount of product (1.0 means a 100% yield; for example, 0.34 means a 34% yield). From a dataset of Reaction yield outcomes from USPTO patents with 853,638 reactions. The catalyst is CN(C=O)C.CCCCCC.CCOC(C)=O. The reactants are [H-].[Na+].[CH3:3][C:4]1[CH:9]=[CH:8][N:7]=[CH:6][N:5]=1.[F:10][C:11]1[CH:21]=[CH:20][C:14]([C:15](OCC)=[O:16])=[CH:13][CH:12]=1.O. The yield is 0.480. The product is [F:10][C:11]1[CH:21]=[CH:20][C:14]([C:15](=[O:16])[CH2:3][C:4]2[CH:9]=[CH:8][N:7]=[CH:6][N:5]=2)=[CH:13][CH:12]=1.